Dataset: Full USPTO retrosynthesis dataset with 1.9M reactions from patents (1976-2016). Task: Predict the reactants needed to synthesize the given product. (1) Given the product [C:12]([C:3]1[CH:4]=[C:5]([C:8]([F:9])([F:10])[F:11])[CH:6]=[CH:7][C:2]=1[NH:1][C:21](=[O:22])[O:23][CH2:24][CH3:25])#[N:13], predict the reactants needed to synthesize it. The reactants are: [NH2:1][C:2]1[CH:7]=[CH:6][C:5]([C:8]([F:11])([F:10])[F:9])=[CH:4][C:3]=1[C:12]#[N:13].C([O-])([O-])=O.[Na+].[Na+].Cl[C:21]([O:23][CH2:24][CH3:25])=[O:22]. (2) Given the product [Si:1]([O:8][C:9]1[CH:10]=[C:11]([NH2:32])[C:12]([NH:13][C:14]2[CH:19]=[CH:18][C:17]([O:20][CH2:21][CH2:22][O:23][CH:24]3[CH2:29][CH2:28][CH2:27][CH2:26][O:25]3)=[CH:16][CH:15]=2)=[CH:30][CH:31]=1)([C:4]([CH3:7])([CH3:6])[CH3:5])([CH3:3])[CH3:2], predict the reactants needed to synthesize it. The reactants are: [Si:1]([O:8][C:9]1[CH:31]=[CH:30][C:12]([NH:13][C:14]2[CH:19]=[CH:18][C:17]([O:20][CH2:21][CH2:22][O:23][CH:24]3[CH2:29][CH2:28][CH2:27][CH2:26][O:25]3)=[CH:16][CH:15]=2)=[C:11]([N+:32]([O-])=O)[CH:10]=1)([C:4]([CH3:7])([CH3:6])[CH3:5])([CH3:3])[CH3:2].[H][H]. (3) Given the product [CH2:11]([N:18]1[CH2:23][CH2:22][C:21]([C:2]2[CH:7]=[CH:6][C:5]([CH3:8])=[CH:4][CH:3]=2)([OH:24])[CH2:20][CH2:19]1)[C:12]1[CH:13]=[CH:14][CH:15]=[CH:16][CH:17]=1, predict the reactants needed to synthesize it. The reactants are: Br[C:2]1[CH:7]=[CH:6][C:5]([CH3:8])=[CH:4][CH:3]=1.II.[CH2:11]([N:18]1[CH2:23][CH2:22][C:21](=[O:24])[CH2:20][CH2:19]1)[C:12]1[CH:17]=[CH:16][CH:15]=[CH:14][CH:13]=1.[NH4+].[Cl-]. (4) Given the product [C:1]([NH:6][CH2:7][CH2:8][CH2:9][CH2:10][CH2:11][CH2:12][CH2:13][CH2:14][CH2:15][CH2:16][C:17]([OH:19])=[O:18])(=[O:5])[C:2]([CH3:4])=[CH2:3].[C:20]([O:24][CH2:25][CH:26]([CH2:31][CH3:32])[CH2:27][CH2:28][CH2:29][CH3:30])(=[O:23])[CH:21]=[CH2:22], predict the reactants needed to synthesize it. The reactants are: [C:1]([NH:6][CH2:7][CH2:8][CH2:9][CH2:10][CH2:11][CH2:12][CH2:13][CH2:14][CH2:15][CH2:16][C:17]([OH:19])=[O:18])(=[O:5])[C:2]([CH3:4])=[CH2:3].[C:20]([O:24][CH2:25][CH:26]([CH2:31][CH3:32])[CH2:27][CH2:28][CH2:29][CH3:30])(=[O:23])[CH:21]=[CH2:22].C(OCC)(=O)C. (5) Given the product [Si:9]([O:8][C:4]1([CH2:1][CH:27]([OH:26])[CH2:28][OH:21])[CH2:7][CH2:6][CH2:5]1)([C:12]([CH3:15])([CH3:14])[CH3:13])([CH3:11])[CH3:10], predict the reactants needed to synthesize it. The reactants are: [CH2:1]([C:4]1([O:8][Si:9]([C:12]([CH3:15])([CH3:14])[CH3:13])([CH3:11])[CH3:10])[CH2:7][CH2:6][CH2:5]1)C=C.O.CC([OH:21])(C)C.C[N+]1([O-])[CH2:28][CH2:27][O:26]CC1.S([O-])([O-])=O.[Na+].[Na+]. (6) Given the product [CH2:1]([O:8][C:9]1[CH:14]=[CH:13][C:12]([C:15]2[CH:16]=[CH:17][C:18]([N:21]([CH3:22])[CH3:23])=[CH:19][CH:20]=2)=[CH:11][C:10]=1[CH:24]=[C:29]1[S:28][C:27](=[S:26])[NH:31][C:30]1=[O:32])[C:2]1[CH:7]=[CH:6][CH:5]=[CH:4][CH:3]=1, predict the reactants needed to synthesize it. The reactants are: [CH2:1]([O:8][C:9]1[CH:14]=[CH:13][C:12]([C:15]2[CH:20]=[CH:19][C:18]([N:21]([CH3:23])[CH3:22])=[CH:17][CH:16]=2)=[CH:11][C:10]=1[CH:24]=O)[C:2]1[CH:7]=[CH:6][CH:5]=[CH:4][CH:3]=1.[S:26]=[C:27]1[NH:31][C:30](=[O:32])[CH2:29][S:28]1.